Dataset: Experimentally validated miRNA-target interactions with 360,000+ pairs, plus equal number of negative samples. Task: Binary Classification. Given a miRNA mature sequence and a target amino acid sequence, predict their likelihood of interaction. (1) The miRNA is mmu-miR-26a-1-3p with sequence CCUAUUCUUGGUUACUUGCACG. The protein sequence of the target gene is MQLEIQVALNFIISYLYNKLPRRRVNIFGEELERLLKKKYEGHWYPEKPYKGSGFRCIHVGEKVDPVIEQASKESGLDIDDVRGNLPQDLSVWIDPFEVSYQIGEKGPVKVLYVDDSSETGCELDKEIKNSFNPEAQVFMPISDPASSVSSSPSPPFGHSAAVSPTFMPRSTQPLTFTTATFAATKFGSTKMKNSGRSSKVARTSPINLGLTVNVNDLLKQKAISSSVHSLYGLGLGSQQQPQPQPQQQQQQQPSSSQPPPPLPQQQQQQPQQQQQQQQQTSALSPNAKEFIFPNMQGQG.... Result: 0 (no interaction). (2) The miRNA is mmu-miR-495-3p with sequence AAACAAACAUGGUGCACUUCUU. The protein sequence of the target gene is MGARASQEPRTRVRAGLRVLLPVLLLALLLLALVAPGAQGARGRGAADKNSHRRATSSFSQSVSSLFGEDNVRAAQKLLSRLTERFVQGVDMFLETLWKVWMELLEVLGLDVSNLSQYFSPASVSNSPTRALVLVGVVLLAYWFLSLTLGFTFSLLHLVFGRFFWLVRVILFSMSCVYILHKYEGEPEHAVLPLCVVVAIYFMTGPMGYWRGSPGGLCSPSVEEKLEHLENQVRLLNIRLNRVLENLDRSKDK. Result: 1 (interaction). (3) The miRNA is hsa-miR-4798-5p with sequence UUCGGUAUACUUUGUGAAUUGG. The protein sequence of the target gene is MAQENAAFSPGQEEPPRRRGRQRYVEKDGRCNVQQGNVRETYRYLTDLFTTLVDLQWRLSLLFFVLAYALTWLFFGAIWWLIAYGRGDLEHLEDTAWTPCVNNLNGFVAAFLFSIETETTIGYGHRVITDQCPEGIVLLLLQAILGSMVNAFMVGCMFVKISQPNKRAATLVFSSHAVVSLRDGRLCLMFRVGDLRSSHIVEASIRAKLIRSRQTLEGEFIPLHQTDLSVGFDTGDDRLFLVSPLVISHEIDAASPFWEASRRALERDDFEIVVILEGMVEATGMTCQARSSYLVDEVLW.... Result: 0 (no interaction). (4) The miRNA is hsa-miR-6789-5p with sequence GUAGGGGCGUCCCGGGCGCGCGGG. The protein sequence of the target gene is MSTEGPSLASSPAISPLAFLSAPVTPGTLAEATDPLPMLIALACIFLLLATCLLFMTLCKPAALDPSRRRAHECMPHHPGSPSEPQLRLWKRLGSLRLSLHSFRHGRPTVPRQPLPGPEDNRSHCDYMESTKM. Result: 0 (no interaction). (5) The miRNA is hsa-miR-761 with sequence GCAGCAGGGUGAAACUGACACA. The protein sequence of the target gene is MLWKITDNVKYEEDCEDRHDGSSNGNPRVPHLSSAGQHLYSPAPPLSHTGVAEYQPPPYFPPPYQQLAYSQSADPYSHLGEAYAAAINPLHQPAPTGSQQQAWPGRQSQEGAGLPSHHGRPAGLLPHLSGLEAGAVSARRDAYRRSDLLLPHAHALDAAGLAENLGLHDMPHQMDEVQNVDDQHLLLHDQTVIRKGPISMTKNPLNLPCQKELVGAVMNPTEVFCSVPGRLSLLSSTSKYKVTVAEVQRRLSPPECLNASLLGGVLRRAKSKNGGRSLREKLDKIGLNLPAGRRKAAHVT.... Result: 1 (interaction). (6) The miRNA is hsa-miR-6827-3p with sequence ACCGUCUCUUCUGUUCCCCAG. The protein sequence of the target gene is MAQWNQLQQLDTRYLEQLHQLYSDSFPMELRQLLAPWIESQDWAYAASKESHATLVFHNLLGEIDQQYSRFLQESNVLYQHNLRRIKQFLQSRYLEKPMEIARIVARCLWEESRLLQTAATAAQQGGQANHPTAAVVTEKQQMLEQHLQDVRKRVQDLEQKMKVVENLLDDFDFNYKTLKSQGDMQDLNGNNQSVTRQKMQQLEQMLTALDQMRRSIVSELAGLLSAMEYVQKTLTDEELADWKRRQQIACIGGPPNICLDRLENWITSLAESQLQTRQQIKKLEELQQKVSYKGDPIVQ.... Result: 0 (no interaction). (7) The miRNA is hsa-miR-3944-5p with sequence UGUGCAGCAGGCCAACCGAGA. The protein sequence of the target gene is MEHRIVGPGPYRATRLWNETVELFRAKMPLRKHRCRFKSYEHCFTAAEAVDWLHELLRCSQNFGPEVTRKQTVQLLKKFLKNHVIEDIKGKWGEEDFEDNRHLYRFPPSSPLKPYPKKPPNQKDVIKFPEWNDLPPGTSQENIPVRPVVMNSEMWYKRHSIAIGEVPACRLVHRRQLTEANVEEIWKSMTLSYLQKILGLDSLEEVLDVKLVNSKFIIHNVYSVSKQGVVILDDKSKELPHWVLSAMKCLANWPNCSDLKQPMYLGFEKDVFKTIADYYGHLKEPLLTFHLFDAFVSVLG.... Result: 1 (interaction).